From a dataset of Reaction yield outcomes from USPTO patents with 853,638 reactions. Predict the reaction yield, written as a fraction of the theoretical maximum amount of product (1.0 means a 100% yield; for example, 0.34 means a 34% yield). (1) The yield is 0.213. The product is [OH:16][C:3]1[C:2]([NH:1][N:17]=[C:23]2[C:24](=[O:37])[N:25]([C:27]3[CH:36]=[CH:35][C:34]4[CH2:33][CH2:32][CH2:31][CH2:30][C:29]=4[CH:28]=3)[N:26]=[C:22]2[CH3:21])=[CH:7][CH:6]=[CH:5][C:4]=1[C:8]1[CH:9]=[C:10]([C:13]([OH:15])=[O:14])[NH:11][CH:12]=1. The catalyst is Cl. The reactants are [NH2:1][C:2]1[C:3]([OH:16])=[C:4]([C:8]2[CH:9]=[C:10]([C:13]([OH:15])=[O:14])[NH:11][CH:12]=2)[CH:5]=[CH:6][CH:7]=1.[N:17]([O-])=O.[Na+].[CH3:21][C:22]1[CH2:23][C:24](=[O:37])[N:25]([C:27]2[CH:36]=[CH:35][C:34]3[CH2:33][CH2:32][CH2:31][CH2:30][C:29]=3[CH:28]=2)[N:26]=1.C(=O)(O)[O-].[Na+]. (2) The reactants are [Cl:1][C:2]1[CH:7]=[CH:6][C:5]([C:8]([N:10]=[C:11]=[S:12])=[O:9])=[CH:4][CH:3]=1.[CH3:13][O:14][C:15]1[CH:16]=[C:17]2[C:22](=[CH:23][C:24]=1[O:25][CH3:26])[N:21]=[CH:20][CH:19]=[C:18]2[O:27][C:28]1[CH:34]=[CH:33][C:31]([NH2:32])=[C:30]([CH3:35])[CH:29]=1.C1(C)C=CC=CC=1. The catalyst is C(O)C. The product is [Cl:1][C:2]1[CH:3]=[CH:4][C:5]([C:8]([NH:10][C:11]([NH:32][C:31]2[CH:33]=[CH:34][C:28]([O:27][C:18]3[C:17]4[C:22](=[CH:23][C:24]([O:25][CH3:26])=[C:15]([O:14][CH3:13])[CH:16]=4)[N:21]=[CH:20][CH:19]=3)=[CH:29][C:30]=2[CH3:35])=[S:12])=[O:9])=[CH:6][CH:7]=1. The yield is 0.560. (3) The reactants are [Cl:1][C:2]1[CH:7]=[CH:6][CH:5]=[CH:4][C:3]=1B(O)O.[NH2:11][C:12]1[N:13]=[C:14]([N:23]2[CH2:28][CH2:27][N:26]([C:29](=[O:39])[CH2:30][O:31][C:32]3[CH:37]=[CH:36][C:35]([Cl:38])=[CH:34][CH:33]=3)[CH2:25][CH2:24]2)[C:15]2[N:21]=[C:20](Cl)[CH:19]=[CH:18][C:16]=2[N:17]=1. No catalyst specified. The product is [NH2:11][C:12]1[N:13]=[C:14]([N:23]2[CH2:24][CH2:25][N:26]([C:29](=[O:39])[CH2:30][O:31][C:32]3[CH:37]=[CH:36][C:35]([Cl:38])=[CH:34][CH:33]=3)[CH2:27][CH2:28]2)[C:15]2[N:21]=[C:20]([C:3]3[CH:4]=[CH:5][CH:6]=[CH:7][C:2]=3[Cl:1])[CH:19]=[CH:18][C:16]=2[N:17]=1. The yield is 0.730. (4) The reactants are [H-].[Na+].[CH3:3][N:4]([C:8]1[N:13]=[CH:12][CH:11]=[CH:10][N:9]=1)[CH2:5][CH2:6][OH:7].F[C:15]1[CH:22]=[CH:21][C:18]([CH:19]=[O:20])=[CH:17][CH:16]=1.C(OCC)(=O)C.CCCCCC. The catalyst is CN(C)C=O. The product is [CH3:3][N:4]([C:8]1[N:9]=[CH:10][CH:11]=[CH:12][N:13]=1)[CH2:5][CH2:6][O:7][C:15]1[CH:22]=[CH:21][C:18]([CH:19]=[O:20])=[CH:17][CH:16]=1. The yield is 0.720.